Dataset: Forward reaction prediction with 1.9M reactions from USPTO patents (1976-2016). Task: Predict the product of the given reaction. The product is: [CH3:1][O:2][C:3]1[N:8]=[C:7]2[C:9]([C:13]3[NH:23][C:16]4[N:17]=[CH:18][CH:19]=[C:20]([CH:21]=[O:22])[C:15]=4[CH:14]=3)=[CH:10][N:11]([CH3:12])[C:6]2=[CH:5][C:4]=1[O:34][CH3:35]. Given the reactants [CH3:1][O:2][C:3]1[N:8]=[C:7]2[C:9]([C:13]3[N:23](S(C4C=CC(C)=CC=4)(=O)=O)[C:16]4[N:17]=[CH:18][CH:19]=[C:20]([CH:21]=[O:22])[C:15]=4[CH:14]=3)=[CH:10][N:11]([CH3:12])[C:6]2=[CH:5][C:4]=1[O:34][CH3:35].[OH-].[K+], predict the reaction product.